From a dataset of Catalyst prediction with 721,799 reactions and 888 catalyst types from USPTO. Predict which catalyst facilitates the given reaction. (1) Reactant: [C:1]1([C:8]2[CH:13]=[CH:12][CH:11]=[CH:10][CH:9]=2)[CH:6]=[CH:5][C:4]([NH2:7])=[CH:3][CH:2]=1.[NH2:14][C:15]1[CH:16]=[C:17]([CH:21]=[CH:22][C:23]=1[O:24][C:25]([F:28])([F:27])[F:26])[C:18](O)=[O:19].F[P-](F)(F)(F)(F)F.N1(O[P+](N2CCCC2)(N2CCCC2)N2CCCC2)C2C=CC=CC=2N=N1.C(N(C(C)C)CC)(C)C. Product: [NH2:14][C:15]1[CH:16]=[C:17]([CH:21]=[CH:22][C:23]=1[O:24][C:25]([F:26])([F:27])[F:28])[C:18]([NH:7][C:4]1[CH:3]=[CH:2][C:1]([C:8]2[CH:13]=[CH:12][CH:11]=[CH:10][CH:9]=2)=[CH:6][CH:5]=1)=[O:19]. The catalyst class is: 18. (2) Reactant: [CH3:1][C:2]1[CH:7]=[CH:6][N:5]=[C:4]([NH2:8])[N:3]=1.[Br:9]N1C(=O)CCC1=O. Product: [Br:9][C:7]1[C:2]([CH3:1])=[N:3][C:4]([NH2:8])=[N:5][CH:6]=1. The catalyst class is: 373. (3) Reactant: [CH:1]1([NH2:7])[CH2:6][CH2:5][CH2:4][CH2:3][CH2:2]1.[C:8]([O:12][C:13](=[O:25])[CH2:14][O:15][C:16]1[CH:21]=[CH:20][C:19]([CH:22]=O)=[CH:18][C:17]=1[CH3:24])([CH3:11])([CH3:10])[CH3:9].C(O[BH-](OC(=O)C)OC(=O)C)(=O)C.[Na+].C(=O)(O)[O-].[Na+]. Product: [C:8]([O:12][C:13](=[O:25])[CH2:14][O:15][C:16]1[CH:21]=[CH:20][C:19]([CH2:22][NH:7][CH:1]2[CH2:6][CH2:5][CH2:4][CH2:3][CH2:2]2)=[CH:18][C:17]=1[CH3:24])([CH3:11])([CH3:10])[CH3:9]. The catalyst class is: 4. (4) Reactant: [CH:1]([S:4]([C:7]1[CH:12]=[CH:11][CH:10]=[CH:9][C:8]=1[NH:13][C:14]1[N:19]=[CH:18][N:17]=[C:16]([NH:20][C:21]2[C:29]3[O:28][C@H:27]([CH3:30])[CH2:26][C:25]=3[C:24]([CH:31]3[CH2:36][CH2:35][N:34]([C:37](=[O:47])[CH2:38][NH:39]C(=O)OC(C)(C)C)[CH2:33][CH2:32]3)=[C:23]([CH3:48])[CH:22]=2)[N:15]=1)(=[O:6])=[O:5])([CH3:3])[CH3:2].C(O)(C(F)(F)F)=O. Product: [NH2:39][CH2:38][C:37]([N:34]1[CH2:35][CH2:36][CH:31]([C:24]2[C:25]3[CH2:26][C@@H:27]([CH3:30])[O:28][C:29]=3[C:21]([NH:20][C:16]3[N:15]=[C:14]([NH:13][C:8]4[CH:9]=[CH:10][CH:11]=[CH:12][C:7]=4[S:4]([CH:1]([CH3:3])[CH3:2])(=[O:5])=[O:6])[N:19]=[CH:18][N:17]=3)=[CH:22][C:23]=2[CH3:48])[CH2:32][CH2:33]1)=[O:47]. The catalyst class is: 2. (5) Reactant: C(OC([N:8]1[CH2:13][CH2:12][CH:11]([CH2:14][O:15][C:16]2[CH:21]=C[C:19]([C:22]3[CH2:23][CH2:24][N:25]([S:28]([CH3:31])(=[O:30])=[O:29])[CH2:26][CH:27]=3)=[CH:18][C:17]=2F)[CH2:10][CH2:9]1)=O)(C)(C)C.C(=O)([O-])[O-].[K+].[K+].FC(F)(F)S(O[CH2:45][C:46]([F:49])([F:48])[F:47])(=O)=O.C(#[N:54])C. Product: [CH3:31][S:28]([N:25]1[CH2:26][CH:27]=[C:22]([C:19]2[CH:18]=[CH:17][C:16]([O:15][CH2:14][CH:11]3[CH2:10][CH2:9][N:8]([CH2:45][C:46]([F:49])([F:48])[F:47])[CH2:13][CH2:12]3)=[CH:21][N:54]=2)[CH2:23][CH2:24]1)(=[O:30])=[O:29]. The catalyst class is: 6. (6) Reactant: C(OC([N:8]1[CH2:13][CH2:12][N:11]([C:14]2[C:19]([O:20][CH2:21][C:22]3[CH:27]=[CH:26][N:25]=[CH:24][CH:23]=3)=[CH:18][CH:17]=[CH:16][N:15]=2)[CH2:10][CH2:9]1)=O)(C)(C)C.[F:28][C:29]([F:34])([F:33])[C:30]([OH:32])=[O:31]. Product: [F:28][C:29]([F:34])([F:33])[C:30]([OH:32])=[O:31].[N:25]1[CH:26]=[CH:27][C:22]([CH2:21][O:20][C:19]2[C:14]([N:11]3[CH2:12][CH2:13][NH:8][CH2:9][CH2:10]3)=[N:15][CH:16]=[CH:17][CH:18]=2)=[CH:23][CH:24]=1. The catalyst class is: 4. (7) Product: [O:1]1[C:5]2[CH:6]=[CH:7][C:8]([C:10]3[CH:11]=[CH:12][C:13]([CH2:14][S:15]([NH:18][C:19]4[CH:27]=[CH:26][C:22]([C:23]([O:25][CH3:31])=[O:24])=[C:21]([OH:28])[CH:20]=4)(=[O:16])=[O:17])=[CH:29][CH:30]=3)=[CH:9][C:4]=2[CH2:3][CH2:2]1. The catalyst class is: 23. Reactant: [O:1]1[C:5]2[CH:6]=[CH:7][C:8]([C:10]3[CH:30]=[CH:29][C:13]([CH2:14][S:15]([NH:18][C:19]4[CH:27]=[CH:26][C:22]([C:23]([OH:25])=[O:24])=[C:21]([OH:28])[CH:20]=4)(=[O:17])=[O:16])=[CH:12][CH:11]=3)=[CH:9][C:4]=2[CH2:3][CH2:2]1.[C:31](N1C=CN=C1)(N1C=CN=C1)=O.CO.N1C=CC=CC=1. (8) Reactant: [CH3:1][C:2]1[CH:3]=[C:4]([C:14]([OH:16])=O)[C:5]2[CH:10]=[N:9][N:8]([CH:11]([CH3:13])[CH3:12])[C:6]=2[N:7]=1.[NH2:17][CH2:18][C:19]1[C:20](=[O:27])[NH:21][C:22]([CH3:26])=[CH:23][C:24]=1[CH3:25].Cl.ON1C2N=CC=CC=2N=N1.CN1CCOCC1.C(Cl)CCl. Product: [CH3:25][C:24]1[CH:23]=[C:22]([CH3:26])[NH:21][C:20](=[O:27])[C:19]=1[CH2:18][NH:17][C:14]([C:4]1[C:5]2[CH:10]=[N:9][N:8]([CH:11]([CH3:12])[CH3:13])[C:6]=2[N:7]=[C:2]([CH3:1])[CH:3]=1)=[O:16]. The catalyst class is: 58.